From a dataset of Peptide-MHC class I binding affinity with 185,985 pairs from IEDB/IMGT. Regression. Given a peptide amino acid sequence and an MHC pseudo amino acid sequence, predict their binding affinity value. This is MHC class I binding data. (1) The peptide sequence is EVRIPVDLV. The MHC is HLA-A02:06 with pseudo-sequence HLA-A02:06. The binding affinity (normalized) is 0.116. (2) The peptide sequence is DHTLMSIVSS. The MHC is H-2-Kb with pseudo-sequence H-2-Kb. The binding affinity (normalized) is 0.252. (3) The peptide sequence is SDILSGIFSNPH. The MHC is H-2-Db with pseudo-sequence H-2-Db. The binding affinity (normalized) is 0. (4) The peptide sequence is LLPAALACW. The MHC is HLA-B15:03 with pseudo-sequence HLA-B15:03. The binding affinity (normalized) is 0. (5) The peptide sequence is KGFSEEHNTW. The MHC is HLA-A01:01 with pseudo-sequence HLA-A01:01. The binding affinity (normalized) is 0.00461.